From a dataset of Catalyst prediction with 721,799 reactions and 888 catalyst types from USPTO. Predict which catalyst facilitates the given reaction. (1) Reactant: [Br:1][C:2]1[CH:3]=[N:4][NH:5][CH:6]=1.[H-].[Na+].[O:9]1[CH2:13][CH2:12]OC1=O.CCOC(C)=O. Product: [Br:1][C:2]1[CH:3]=[N:4][N:5]([CH2:12][CH2:13][OH:9])[CH:6]=1. The catalyst class is: 3. (2) Reactant: C(N(CC)C(C)C)(C)C.[Br:10][C:11]1[CH:23]=[CH:22][C:14]([CH2:15][C@@H:16]([C:18]([O:20][CH3:21])=[O:19])[NH2:17])=[CH:13][CH:12]=1.[C:24]([O:28][C:29]([NH:31][CH2:32][C@H:33]1[CH2:38][CH2:37][C@H:36]([C:39](O)=[O:40])[CH2:35][CH2:34]1)=[O:30])([CH3:27])([CH3:26])[CH3:25].C(P1(=O)OP(=O)(CCC)OP(=O)(CCC)O1)CC. Product: [Br:10][C:11]1[CH:12]=[CH:13][C:14]([CH2:15][C@@H:16]([C:18]([O:20][CH3:21])=[O:19])[NH:17][C:39]([C@H:36]2[CH2:35][CH2:34][C@H:33]([CH2:32][NH:31][C:29]([O:28][C:24]([CH3:27])([CH3:26])[CH3:25])=[O:30])[CH2:38][CH2:37]2)=[O:40])=[CH:22][CH:23]=1. The catalyst class is: 84.